Dataset: Full USPTO retrosynthesis dataset with 1.9M reactions from patents (1976-2016). Task: Predict the reactants needed to synthesize the given product. (1) The reactants are: [CH2:1]([O:3][C:4]1[CH:5]=[C:6]2[C:11](=[C:12]3[CH2:16][C:15]([CH3:18])([CH3:17])[O:14][C:13]=13)[C:10]([C:19]1[CH:29]=[CH:28][C:22]([C:23]([O:25][CH2:26][CH3:27])=[O:24])=[C:21]([NH:30][CH2:31][C:32]3[CH:37]=[CH:36][CH:35]=[CH:34][CH:33]=3)[CH:20]=1)=[N:9][C:8]([CH3:39])([CH3:38])[CH2:7]2)[CH3:2].C(N(CC)CC)C.[C:47](Cl)(=[O:49])[CH3:48].[H-].[Na+]. Given the product [C:47]([N:30]([CH2:31][C:32]1[CH:33]=[CH:34][CH:35]=[CH:36][CH:37]=1)[C:21]1[CH:20]=[C:19]([C:10]2[C:11]3[C:6](=[CH:5][C:4]([O:3][CH2:1][CH3:2])=[C:13]4[O:14][C:15]([CH3:17])([CH3:18])[CH2:16][C:12]4=3)[CH2:7][C:8]([CH3:39])([CH3:38])[N:9]=2)[CH:29]=[CH:28][C:22]=1[C:23]([O:25][CH2:26][CH3:27])=[O:24])(=[O:49])[CH3:48], predict the reactants needed to synthesize it. (2) Given the product [ClH:36].[C:2]1([C@H:8]([NH:10][C@@H:11]2[CH2:17][CH2:16][CH2:15][C:14]3[CH:18]=[CH:19][C:20]([O:22][CH2:24][C:25]([O:27][CH2:28][CH3:29])=[O:26])=[CH:21][C:13]=3[CH2:12]2)[CH3:9])[CH:3]=[CH:4][CH:5]=[CH:6][CH:7]=1, predict the reactants needed to synthesize it. The reactants are: Br.[C:2]1([C@H:8]([NH:10][C@@H:11]2[CH2:17][CH2:16][CH2:15][C:14]3[CH:18]=[CH:19][C:20]([OH:22])=[CH:21][C:13]=3[CH2:12]2)[CH3:9])[CH:7]=[CH:6][CH:5]=[CH:4][CH:3]=1.Br[CH2:24][C:25]([O:27][CH2:28][CH3:29])=[O:26].C(=O)([O-])[O-].[K+].[K+].[Cl:36]CCl.